From a dataset of Catalyst prediction with 721,799 reactions and 888 catalyst types from USPTO. Predict which catalyst facilitates the given reaction. (1) Reactant: [CH3:1][C:2]1([CH3:36])[N:6]([C:7]2[S:8][C:9]3[CH2:15][CH2:14][O:13][C:12]4[CH:16]=[C:17]([C:20]5[CH2:25][CH2:24][N:23]([C:26]([O:28][C:29]([CH3:32])([CH3:31])[CH3:30])=[O:27])[CH2:22][CH:21]=5)[CH:18]=[CH:19][C:11]=4[C:10]=3[N:33]=2)[C:5](=[O:34])[NH:4][C:3]1=[O:35]. Product: [CH3:1][C:2]1([CH3:36])[N:6]([C:7]2[S:8][C:9]3[CH2:15][CH2:14][O:13][C:12]4[CH:16]=[C:17]([CH:20]5[CH2:21][CH2:22][N:23]([C:26]([O:28][C:29]([CH3:30])([CH3:31])[CH3:32])=[O:27])[CH2:24][CH2:25]5)[CH:18]=[CH:19][C:11]=4[C:10]=3[N:33]=2)[C:5](=[O:34])[NH:4][C:3]1=[O:35]. The catalyst class is: 29. (2) Reactant: [O:1]1[C:5]2C=CC(C(=O)C)=[CH:9][C:4]=2[CH2:3][CH2:2]1.N[OH:14].Cl.[N:16]1[CH:21]=[CH:20][CH:19]=[CH:18][CH:17]=1. Product: [O:1]1[C:5]2[CH:17]=[CH:18][C:19]([CH2:20][C:21]([NH2:16])=[O:14])=[CH:9][C:4]=2[CH2:3][CH2:2]1. The catalyst class is: 5. (3) Reactant: [F:1][C:2]1[CH:7]=[C:6]([F:8])[CH:5]=[CH:4][C:3]=1[C@:9]([OH:25])([C:16]([C:18]1[CH:23]=[CH:22][C:21]([I:24])=[CH:20][CH:19]=1)=[CH2:17])[CH2:10][N:11]1[CH:15]=[N:14][CH:13]=[N:12]1.BrC1C2C(C)(C)C(CS([O-])(=O)=O)(CC2)C1=O.[OH-].[Na+]. Product: [F:1][C:2]1[CH:7]=[C:6]([F:8])[CH:5]=[CH:4][C:3]=1[C@:9]([OH:25])([C:16]([C:18]1[CH:19]=[CH:20][C:21]([I:24])=[CH:22][CH:23]=1)=[CH2:17])[CH2:10][N:11]1[CH:15]=[N:14][CH:13]=[N:12]1. The catalyst class is: 2. (4) Reactant: [CH3:1][C:2]1[CH:7]=[CH:6][C:5]([S:8]([O:11][C:12]2[CH:17]=[CH:16][C:15](Br)=[C:14]([O:19][CH2:20][O:21][CH3:22])[CH:13]=2)(=[O:10])=[O:9])=[CH:4][CH:3]=1.C1COCC1.C1(C)C=CC=CC=1.[B:35](OC(C)C)([O:40]C(C)C)[O:36]C(C)C.[Li]CCCC. Product: [CH3:22][O:21][CH2:20][O:19][C:14]1[CH:13]=[C:12]([O:11][S:8]([C:5]2[CH:6]=[CH:7][C:2]([CH3:1])=[CH:3][CH:4]=2)(=[O:10])=[O:9])[CH:17]=[CH:16][C:15]=1[B:35]([OH:40])[OH:36]. The catalyst class is: 25. (5) Reactant: [Cl:1][C:2]1[C:3]([C:12]2([CH:15]([NH2:17])[CH3:16])[CH2:14][CH2:13]2)=[N:4][CH:5]=[C:6]([C:8]([F:11])([F:10])[F:9])[CH:7]=1.C(N(CC)CC)C.[F:25][C:26]1[CH:34]=[CH:33][CH:32]=[C:31]([F:35])[C:27]=1[C:28](Cl)=[O:29].O. Product: [Cl:1][C:2]1[C:3]([C:12]2([CH:15]([NH:17][C:28](=[O:29])[C:27]3[C:26]([F:25])=[CH:34][CH:33]=[CH:32][C:31]=3[F:35])[CH3:16])[CH2:14][CH2:13]2)=[N:4][CH:5]=[C:6]([C:8]([F:11])([F:9])[F:10])[CH:7]=1. The catalyst class is: 4. (6) Reactant: [OH:1][CH2:2][C:3]1[C:7]2[CH2:8][N:9](C(OC(C)(C)C)=O)[CH2:10][CH2:11][C:6]=2[NH:5][N:4]=1.Cl.O1CCOCC1. Product: [NH:5]1[C:6]2[CH2:11][CH2:10][NH:9][CH2:8][C:7]=2[C:3]([CH2:2][OH:1])=[N:4]1. The catalyst class is: 12. (7) Reactant: [CH2:1]=[C:2]1[CH2:11][CH2:10][CH2:9][C:4]2([CH2:8][CH2:7][CH2:6][CH2:5]2)[CH:3]1[C:12]([OH:14])=[O:13].C([O-])([O-])=O.[K+].[K+].[CH2:21](I)[CH3:22].Cl. Product: [CH2:1]=[C:2]1[CH2:11][CH2:10][CH2:9][C:4]2([CH2:8][CH2:7][CH2:6][CH2:5]2)[CH:3]1[C:12]([O:14][CH2:21][CH3:22])=[O:13]. The catalyst class is: 3. (8) Reactant: [N+:1]([CH:4]([CH2:18][CH2:19][CH2:20][CH2:21][CH3:22])[C:5](=O)[CH2:6][CH2:7][CH2:8][CH2:9][CH2:10][C:11]1[CH:16]=[CH:15][CH:14]=[CH:13][CH:12]=1)([O-])=O.Cl.[N:24]#[C:25][NH2:26]. Product: [CH2:18]([C:4]1[NH:1][C:25]([NH2:26])=[N:24][C:5]=1[CH2:6][CH2:7][CH2:8][CH2:9][CH2:10][C:11]1[CH:16]=[CH:15][CH:14]=[CH:13][CH:12]=1)[CH2:19][CH2:20][CH2:21][CH3:22]. The catalyst class is: 45. (9) Reactant: [CH2:1]([N:4]([CH2:15][CH:16]=[CH2:17])[S:5]([C:8]1[CH:13]=[CH:12][C:11]([CH3:14])=[CH:10][CH:9]=1)(=[O:7])=[O:6])C=C. Product: [C:11]1([CH3:14])[CH:10]=[CH:9][C:8]([S:5]([N:4]2[CH:1]=[CH:17][CH2:16][CH2:15]2)(=[O:6])=[O:7])=[CH:13][CH:12]=1. The catalyst class is: 4. (10) Reactant: Br[C:2]1[CH:3]=[C:4]([CH:7]=[O:8])[S:5][CH:6]=1.[Cu](C#N)[C:10]#[N:11].C(OCC)(=O)C. Product: [C:10]([C:2]1[CH:3]=[C:4]([CH:7]=[O:8])[S:5][CH:6]=1)#[N:11]. The catalyst class is: 3.